From a dataset of Drug-target binding data from BindingDB using IC50 measurements. Regression. Given a target protein amino acid sequence and a drug SMILES string, predict the binding affinity score between them. We predict pIC50 (pIC50 = -log10(IC50 in M); higher means more potent). Dataset: bindingdb_ic50. (1) The compound is FC[C@@H]1CO[C@@](CCc2ccc(Cl)cc2)(Cn2ccnc2)O1. The target protein (P05182) has sequence MAVLGITIALLVWVATLLVISIWKQIYNSWNLPPGPFPLPILGNIFQLDLKDIPKSFTKLAKRFGPVFTLHLGSRRIVVLHGYKAVKEVLLNHKNEFSGRGDIPVFQEYKNKGIIFNNGPTWKDVRRFSLSILRDWGMGKQGNEARIQREAQFLVEELKKTKGQPFDPTFLIGCAPCNVIADILFNKRFDYNDKKCLRLMSLFNENFYLLSTPWIQLYNNFADYLRYLPGSHRKIMKNVSEIKQYTLEKAKEHLQSLDINCARDVTDCLLIEMEKEKHSQEPMYTMENVSVTLADLFFAGTETTSTTLRYGLLILMKYPEIEEKLHEEIDRVIGPSRVPAVRDRLDMPYMDAVVHEIQRFINLVPSNLPHEATRDTVFQGYVIPKGTVVIPTLDSLLYDSHEFPDPEKFKPEHFLNENGKFKYSDYFKAFSAGKRVCVGEGLARMELFLLLSAILQHFNLKSLVDPKDIDLSPVTVGFGSIPPQFKLCVIPRS. The pIC50 is 5.4. (2) The small molecule is O=c1cc(-c2ccc(O)c(O)c2)oc2cc(O)cc(O)c12. The target protein (Q9WUL0) has sequence MSGDHLHNDSQIEADFRLNDSHKHKDKHKDREHRHKEHKKDKDKDREKSKHSNSEHKDSEKKHKEKEKTKHKDGSSDKHKDKHKDRDKEKRKEEKIRAAGDAKIKKEKENGFSSPPRIKDEPEDDGYFAPPKEDIKPLKRPRDEDDADYKPKKIKTEDIKKEKKRKLEEEEDGKLKKPKNKDKDKKVAEPDNKKKKAKKEEEQKWKWWEEERYPEGIKWKFLEHKGPVFAPPYEPLPEGVKFYYDGKVMKLSPKAEEVATFFAKMLDHEYTTKEIFRKNFFKDWRKEMTNDEKNTITNLSKCDFTQMSQYFKAQSEARKQMSKEEKLKIKEENEKLLKEYGFCVMDNHRERIANFKIEPPGLFRGRGNHPKMGMLKRRIMPEDIIINCSKDAKVPSPPPGHKWKEVRHDNKVTWLVSWTENIQGSIKYIMLNPSSRIKGEKDWQKYETARRLKKCVDKIRNQYREDWKSKEMKVRQRAVALYFIDKLALRAGNEKEEGET.... The pIC50 is 6.2. (3) The small molecule is CNCCN1CCC(OCc2cccc(-c3ccccc3)c2)CC1. The target protein sequence is MENFVATLANGMSLQPPLEEVSCGQAESSEKPNAEDMTSKDYYFDSYAHFGIHEEMLKDEVRTLTYRNSMFHNRHLFKDKVVLDVGSGTGILCMFAAKAGARKVIGIECSSISDYAVKIVKANKLDHVVTIIKGKVEEVELPVEKVDIIISEWMGYCLFYESMLNTVLYARDKWLAPDGLIFPDRATLYVTAIEDRQYKDYKIHWWENVYGFDMSCIKDVAIKEPLVDVVDPKQLVTNACLIKEVDIYTVKVEDLTFTSPFCLQVKRNDYVHALVAYFNIEFTRCHKRTGFSTSPESPYTHWKQTVFYMEDYLTVKTGEEIFGTIGMRPNAKNNRDLDFTIDLDFKGQLCELSCSTDYRMR. The pIC50 is 5.2. (4) The pIC50 is 7.3. The target protein (Q07806) has sequence MRLLKFLWWTCVTLICGVLLSFSGAYLYLSPSLPSVEALRNVQLQIPLKVYSEDGKLISEFGEMRRTPIRFADIPQDFIHALLSAEDDNFANHYGVDVKSLMRAAAQLLKSGHIQTGGSTITMQVAKNYFLTNERSFSRKINEILLALQIERQLTKDEILELYVNKIYLGNRAYGIEAAAQVYYGKPIKDLSLAEMAMIAGLPKAPSRYNPLVNPTRSTERRNWILERMLKLGFIDQQRYQAAVEEPINASYHVQTPELNAPYIAEMARAEMVGRYGSEAYTEGYKVITTVRSDLQNAASQSVRDGLIDYDQRHGYRGPETRLPGQTRDAWLKHLGQQRSIGGLEPAIVTQVEKSGIMVMTRDGKEEAVTWDSMKWARPFLSNNSMGPMPRQPADVAQAGDQIRVQRQEDGTLRFVQIPAAQSALISLDPKDGAIRSLVGGFSFEQSNYNRAIQAKRQPGSSFKPFIYSAALDNGFTAASLVNDAPIVFVDEYLDKVWRP.... The drug is CC(C)(O/N=C(\C(=O)N[C@H]1CON(C2(C(=O)O)C[C@@H](NC(=O)c3cc(=O)c(O)cn3O)C(=O)O2)C1=O)c1csc(N)n1)C(=O)O. (5) The small molecule is CC(O)c1cc(=O)c(O)cn1-c1cccc(-c2ccccc2)c1. The target protein (P22734) has sequence MPLAAVSLGLLLLALLLLLRHLGWGLVTIFWFEYVLQPVHNLIMGDTKEQRILRYVQQNAKPGDPQSVLEAIDTYCTQKEWAMNVGDAKGQIMDAVIREYSPSLVLELGAYCGYSAVRMARLLQPGARLLTMEMNPDYAAITQQMLNFAGLQDKVTILNGASQDLIPQLKKKYDVDTLDMVFLDHWKDRYLPDTLLLEKCGLLRKGTVLLADNVIVPGTPDFLAYVRGSSSFECTHYSSYLEYMKVVDGLEKAIYQGPSSPDKS. The pIC50 is 7.1.